Dataset: Catalyst prediction with 721,799 reactions and 888 catalyst types from USPTO. Task: Predict which catalyst facilitates the given reaction. (1) Reactant: [Cl:1][C:2]1[CH:7]=[C:6]([Cl:8])[CH:5]=[C:4]([Cl:9])[C:3]=1[OH:10].[C:11]([OH:17])(=[O:16])[CH2:12][C:13]([OH:15])=O.O=P(Cl)(Cl)Cl.O. Product: [Cl:1][C:2]1[CH:7]=[C:6]([Cl:8])[CH:5]=[C:4]([Cl:9])[C:3]=1[O:10][C:13](=[O:15])[CH2:12][C:11]([O:17][C:3]1[C:2]([Cl:1])=[CH:7][C:6]([Cl:8])=[CH:5][C:4]=1[Cl:9])=[O:16]. The catalyst class is: 28. (2) Reactant: [F-:1].[K+].C(=O)=O.[C:6]([C:16](F)=[O:17])([C:9]([C:12]([F:15])([F:14])[F:13])([F:11])[F:10])([F:8])[F:7].[C:19](=[C:22]([C:24]([F:27])([F:26])[F:25])[F:23])([F:21])[F:20]. Product: [F:20][C:19]([F:1])([F:21])[C:22]([F:23])([C:24]([F:27])([F:26])[F:25])[C:16](=[O:17])[C:6]([F:7])([F:8])[C:9]([F:10])([F:11])[C:12]([F:13])([F:14])[F:15]. The catalyst class is: 270. (3) Reactant: [NH2:1][C:2]1[C:3]([NH:8][C@H:9]([CH3:13])[C:10]([OH:12])=[O:11])=[N:4][CH:5]=[CH:6][CH:7]=1.CC(O)=O.[N:18]([O-])=O.[Na+]. Product: [N:1]1[C:2]2[C:3](=[N:4][CH:5]=[CH:6][CH:7]=2)[N:8]([C@H:9]([CH3:13])[C:10]([OH:12])=[O:11])[N:18]=1. The catalyst class is: 6. (4) Product: [BrH:24].[BrH:24].[CH3:1][NH:2][C@@H:13]([CH2:17][C:18]1[CH:23]=[CH:22][CH:21]=[CH:20][N:19]=1)[C:14]([OH:16])=[O:15]. The catalyst class is: 6. Reactant: [CH3:1][N:2]([C@@H:13]([CH2:17][C:18]1[CH:23]=[CH:22][CH:21]=[CH:20][N:19]=1)[C:14]([OH:16])=[O:15])S(C1C=CC(C)=CC=1)(=O)=O.[BrH:24]. (5) Product: [F:32][C:5]1[CH:4]=[N:3][C:2]([NH:1][C:36](=[O:37])[C:35]([N:34]([CH3:40])[CH3:33])=[O:39])=[C:7]2[NH:8][CH:9]=[C:10]([C:11](=[O:31])[C:12](=[O:13])[N:14]3[CH2:15][CH2:16][N:17]([C:20]4[N:24]([C:25]5[CH:30]=[CH:29][CH:28]=[CH:27][CH:26]=5)[N:23]=[N:22][N:21]=4)[CH2:18][CH2:19]3)[C:6]=12. Reactant: [NH2:1][C:2]1[N:3]=[CH:4][C:5]([F:32])=[C:6]2[C:10]([C:11](=[O:31])[C:12]([N:14]3[CH2:19][CH2:18][N:17]([C:20]4[N:24]([C:25]5[CH:30]=[CH:29][CH:28]=[CH:27][CH:26]=5)[N:23]=[N:22][N:21]=4)[CH2:16][CH2:15]3)=[O:13])=[CH:9][NH:8][C:7]=12.[CH3:33][N:34]([CH3:40])[C:35](=[O:39])[C:36](O)=[O:37].CCN(C(C)C)C(C)C.CN(C(ON1N=NC2C=CC=CC1=2)=[N+](C)C)C.[B-](F)(F)(F)F. The catalyst class is: 3. (6) Reactant: [CH3:1][O:2][C:3](=[O:38])[NH:4][C@H:5]([C:9]([N:11]1[CH2:15][C@@H:14]([O:16][CH3:17])[CH2:13][C@H:12]1[C:18]1[NH:19][CH:20]=[C:21]([C:23]2[CH:28]=[CH:27][C:26](B3OC(C)(C)C(C)(C)O3)=[CH:25][CH:24]=2)[N:22]=1)=[O:10])[CH:6]([CH3:8])[CH3:7].[C:39]([O:43][C:44]([N:46]1[CH2:51][CH2:50][N:49]([C:52]2[CH:57]=[CH:56][C:55]([C:58](=[O:73])[NH:59][C:60]3[CH:65]=[C:64]([O:66][C:67]([F:70])([F:69])[F:68])[C:63](Br)=[CH:62][C:61]=3[Cl:72])=[CH:54][N:53]=2)[C@H:48]([CH3:74])[CH2:47]1)=[O:45])([CH3:42])([CH3:41])[CH3:40].O.C(=O)([O-])[O-].[K+].[K+]. Product: [C:39]([O:43][C:44]([N:46]1[CH2:51][CH2:50][N:49]([C:52]2[CH:57]=[CH:56][C:55]([C:58](=[O:73])[NH:59][C:60]3[C:61]([Cl:72])=[CH:62][C:63]([C:26]4[CH:27]=[CH:28][C:23]([C:21]5[N:22]=[C:18]([C@@H:12]6[CH2:13][C@H:14]([O:16][CH3:17])[CH2:15][N:11]6[C:9](=[O:10])[C@@H:5]([NH:4][C:3]([O:2][CH3:1])=[O:38])[CH:6]([CH3:7])[CH3:8])[NH:19][CH:20]=5)=[CH:24][CH:25]=4)=[C:64]([O:66][C:67]([F:70])([F:69])[F:68])[CH:65]=3)=[CH:54][N:53]=2)[C@H:48]([CH3:74])[CH2:47]1)=[O:45])([CH3:42])([CH3:40])[CH3:41]. The catalyst class is: 11.